This data is from Full USPTO retrosynthesis dataset with 1.9M reactions from patents (1976-2016). The task is: Predict the reactants needed to synthesize the given product. (1) The reactants are: C1(N=C=NC2CCCCC2)CCCCC1.[C:16]([NH:23][C@H:24]([C:28]([OH:30])=[O:29])[CH:25]([CH3:27])[CH3:26])([O:18][C:19]([CH3:22])([CH3:21])[CH3:20])=[O:17].[C:31]([C:34]([CH3:71])([CH3:70])[CH2:35][NH:36][C:37](=[O:69])[C@H:38]([CH:66]([CH3:68])[CH3:67])[CH2:39][C@H:40](O)[C@@H:41]([N:62]=[N+:63]=[N-:64])[CH2:42][C@H:43]([CH2:47][C:48]1[CH:53]=[CH:52][C:51]([O:54][CH3:55])=[C:50]([O:56][CH2:57][CH2:58][CH2:59][O:60][CH3:61])[CH:49]=1)[CH:44]([CH3:46])[CH3:45])(=[O:33])[NH2:32].C([O-])(O)=O.[Na+]. Given the product [N:62]([C@@H:41]([CH2:42][C@H:43]([CH2:47][C:48]1[CH:53]=[CH:52][C:51]([O:54][CH3:55])=[C:50]([O:56][CH2:57][CH2:58][CH2:59][O:60][CH3:61])[CH:49]=1)[CH:44]([CH3:45])[CH3:46])[C@@H:40]([O:29][C:28](=[O:30])[C@@H:24]([NH:23][C:16]([O:18][C:19]([CH3:20])([CH3:22])[CH3:21])=[O:17])[CH:25]([CH3:26])[CH3:27])[CH2:39][C@H:38]([C:37](=[O:69])[NH:36][CH2:35][C:34]([C:31](=[O:33])[NH2:32])([CH3:70])[CH3:71])[CH:66]([CH3:67])[CH3:68])=[N+:63]=[N-:64], predict the reactants needed to synthesize it. (2) Given the product [CH3:16][C:6]1([C:4]([O:3][CH2:1][CH3:2])=[O:5])[CH2:7][CH2:8][C:9](=[O:10])[CH2:14][CH2:15]1, predict the reactants needed to synthesize it. The reactants are: [CH2:1]([O:3][C:4]([C:6]1([CH3:16])[CH2:15][CH2:14][C:9]2(OCC[O:10]2)[CH2:8][CH2:7]1)=[O:5])[CH3:2]. (3) Given the product [Br:3][C:2]([Br:5])([Br:4])[CH2:1][O:6][C:14](=[O:18])[C:15]([CH3:17])=[CH2:16], predict the reactants needed to synthesize it. The reactants are: [CH2:1]([OH:6])[C:2]([Br:5])([Br:4])[Br:3].C(N(CC)CC)C.[C:14](Cl)(=[O:18])[C:15]([CH3:17])=[CH2:16].O. (4) The reactants are: Cl[C:2]1[C:3]2[S:10][C:9]([C:11]3[CH:16]=[CH:15][C:14]([F:17])=[CH:13][CH:12]=3)=[CH:8][C:4]=2[N:5]=[CH:6][N:7]=1.[CH2:18]([NH:25][S:26]([C:29]1[CH:34]=[CH:33][C:32](B2OC(C)(C)C(C)(C)O2)=[CH:31][CH:30]=1)(=[O:28])=[O:27])[C:19]1[CH:24]=[CH:23][CH:22]=[CH:21][CH:20]=1.C(=O)([O-])[O-].[K+].[K+]. Given the product [CH2:18]([NH:25][S:26]([C:29]1[CH:34]=[CH:33][C:32]([C:2]2[C:3]3[S:10][C:9]([C:11]4[CH:16]=[CH:15][C:14]([F:17])=[CH:13][CH:12]=4)=[CH:8][C:4]=3[N:5]=[CH:6][N:7]=2)=[CH:31][CH:30]=1)(=[O:27])=[O:28])[C:19]1[CH:20]=[CH:21][CH:22]=[CH:23][CH:24]=1, predict the reactants needed to synthesize it.